This data is from Forward reaction prediction with 1.9M reactions from USPTO patents (1976-2016). The task is: Predict the product of the given reaction. (1) Given the reactants [CH3:1][C:2]1[CH:3]=[C:4]([OH:17])[CH:5]=[CH:6][C:7]=1B1OC(C)(C)C(C)(C)O1.[CH3:18][O:19][C:20](=[O:32])[CH2:21][C:22]1[C:30]2C(=C[C:27](Br)=[CH:28][CH:29]=2)NC=1.C(=O)([O-])[O-].[K+].[K+].Cl.[CH3:40][N:41]([CH:43]=O)[CH3:42], predict the reaction product. The product is: [CH3:18][O:19][C:20]([C:21]1[C:22]2[C:42](=[CH:27][C:28]([C:7]3[CH:6]=[CH:5][C:4]([OH:17])=[CH:3][C:2]=3[CH3:1])=[CH:29][CH:30]=2)[N:41]([CH3:40])[CH:43]=1)=[O:32]. (2) Given the reactants Br[C:2]1[CH:3]=[CH:4][C:5]2[N:6]([CH2:15][CH2:16][CH3:17])[C:7]3[C:12]([C:13]=2[CH:14]=1)=[CH:11][CH:10]=[CH:9][CH:8]=3.[S:18]1[CH:22]=[CH:21][CH:20]=[C:19]1B(O)O.C(=O)([O-])[O-].[K+].[K+], predict the reaction product. The product is: [CH2:15]([N:6]1[C:5]2[CH:4]=[CH:3][C:2]([C:19]3[S:18][CH:22]=[CH:21][CH:20]=3)=[CH:14][C:13]=2[C:12]2[C:7]1=[CH:8][CH:9]=[CH:10][CH:11]=2)[CH2:16][CH3:17]. (3) Given the reactants Cl[C:2]1[C:12]2[CH2:11][CH2:10][N:9]([C:13]3[C:18]([C:19]([F:22])([F:21])[F:20])=[CH:17][CH:16]=[CH:15][N:14]=3)[CH2:8][CH2:7][C:6]=2[N:5]=[C:4]([N:23]2[CH2:28][CH2:27][CH2:26][CH2:25][CH2:24]2)[N:3]=1.N1(C2N=C(O)C3CCN([C:45]4[C:50]([C:51]([F:54])([F:53])[F:52])=[CH:49][CH:48]=[CH:47][N:46]=4)CCC=3N=2)CCCCC1.O=P(Cl)(Cl)Cl.[CH3:62]C#N, predict the reaction product. The product is: [N:23]1([C:4]2[N:3]=[C:2]([NH:46][C:47]3[CH:48]=[CH:49][C:50]([C:51]([F:52])([F:53])[F:54])=[CH:45][CH:62]=3)[C:12]3[CH2:11][CH2:10][N:9]([C:13]4[C:18]([C:19]([F:22])([F:20])[F:21])=[CH:17][CH:16]=[CH:15][N:14]=4)[CH2:8][CH2:7][C:6]=3[N:5]=2)[CH2:28][CH2:27][CH2:26][CH2:25][CH2:24]1. (4) Given the reactants C1C=C(Cl)C=C(C(OO)=[O:9])C=1.[Cl:12][C:13]1[CH:18]=[CH:17][CH:16]=[C:15]([F:19])[C:14]=1[N:20]1[CH:28]=[C:23]2[CH:24]=[N:25][CH:26]=[CH:27][C:22]2=[N:21]1.S([O-])([O-])(=O)=S.[Na+].[Na+], predict the reaction product. The product is: [Cl:12][C:13]1[CH:18]=[CH:17][CH:16]=[C:15]([F:19])[C:14]=1[N:20]1[CH:28]=[C:23]2[CH:24]=[N+:25]([O-:9])[CH:26]=[CH:27][C:22]2=[N:21]1. (5) The product is: [Cl:32][C:26]1[N:25]=[C:24]([NH:23][NH:22][C:20](=[O:21])[C@H:7]([CH2:6][CH:1]2[CH2:2][CH2:3][CH2:4][CH2:5]2)[CH2:8][N:9]([O:12][CH2:13][C:14]2[CH:19]=[CH:18][CH:17]=[CH:16][CH:15]=2)[CH:10]=[O:11])[C:29]([F:30])=[C:28]([N:33]2[CH2:37][CH2:36][CH2:35][C@H:34]2[CH2:38][N:39]2[C:43]3[N:44]=[CH:45][N:46]=[CH:47][C:42]=3[N:41]=[N:40]2)[N:27]=1. Given the reactants [CH:1]1([CH2:6][C@@H:7]([C:20]([NH:22][NH:23][C:24]2[C:29]([F:30])=[C:28](Cl)[N:27]=[C:26]([Cl:32])[N:25]=2)=[O:21])[CH2:8][N:9]([O:12][CH2:13][C:14]2[CH:19]=[CH:18][CH:17]=[CH:16][CH:15]=2)[CH:10]=[O:11])[CH2:5][CH2:4][CH2:3][CH2:2]1.[NH:33]1[CH2:37][CH2:36][CH2:35][C@H:34]1[CH2:38][N:39]1[C:43]2[N:44]=[CH:45][N:46]=[CH:47][C:42]=2[N:41]=[N:40]1.CCN(C(C)C)C(C)C, predict the reaction product.